Predict the reactants needed to synthesize the given product. From a dataset of Full USPTO retrosynthesis dataset with 1.9M reactions from patents (1976-2016). (1) Given the product [CH2:40]([N:16]([C:17]1[CH:22]=[CH:21][C:20]([C:23]([F:24])([F:25])[F:26])=[CH:19][N:18]=1)[C:14](=[O:15])[C:13]1[CH:27]=[CH:28][C:29]([C:31]([F:34])([F:32])[F:33])=[CH:30][C:12]=1[S:11][CH2:9][CH3:10])[CH3:41], predict the reactants needed to synthesize it. The reactants are: C(=O)([O-])[O-].[K+].[K+].CI.[CH2:9]([S:11][C:12]1[CH:30]=[C:29]([C:31]([F:34])([F:33])[F:32])[CH:28]=[CH:27][C:13]=1[C:14]([NH:16][C:17]1[CH:22]=[CH:21][C:20]([C:23]([F:26])([F:25])[F:24])=[CH:19][N:18]=1)=[O:15])[CH3:10].C(=O)(O)[O-].[Na+].[CH3:40][C:41](C)=O. (2) The reactants are: [N:1]1([C:8]2[C:9](=[O:22])[NH:10][C:11]3[C:16]([N:17]=2)=[CH:15][C:14]([C:18]([O:20][CH3:21])=[O:19])=[CH:13][CH:12]=3)[CH2:7][CH2:6][CH2:5][CH2:4][CH2:3][CH2:2]1.N1C=CC=CC=1.[O:29](S(C(F)(F)F)(=O)=O)[S:30]([C:33]([F:36])([F:35])[F:34])(=O)=[O:31]. Given the product [N:1]1([C:8]2[C:9]([O:22][S:30]([C:33]([F:36])([F:35])[F:34])(=[O:31])=[O:29])=[N:10][C:11]3[C:16]([N:17]=2)=[CH:15][C:14]([C:18]([O:20][CH3:21])=[O:19])=[CH:13][CH:12]=3)[CH2:7][CH2:6][CH2:5][CH2:4][CH2:3][CH2:2]1, predict the reactants needed to synthesize it. (3) Given the product [CH3:18][N:19]([CH3:21])/[CH:20]=[CH:1]/[C:2]1[N:3]([CH3:24])[C:4]2[C:9]([C:10]=1[C:11]#[N:12])=[CH:8][C:7]([N+:13]([O-:15])=[O:14])=[CH:6][CH:5]=2, predict the reactants needed to synthesize it. The reactants are: [CH3:1][C:2]1[NH:3][C:4]2[C:9]([C:10]=1[C:11]#[N:12])=[CH:8][C:7]([N+:13]([O-:15])=[O:14])=[CH:6][CH:5]=2.CO[CH:18](OC)[N:19]([CH3:21])[CH3:20].[CH3:24]N(C=O)C. (4) Given the product [CH2:42]([O:49][NH:50][C:10](=[O:12])[C@@H:9]([NH:8][C:6](=[O:7])[O:5][C:1]([CH3:2])([CH3:3])[CH3:4])[C:13]([OH:16])([CH3:15])[CH3:14])[C:43]1[CH:48]=[CH:47][CH:46]=[CH:45][CH:44]=1, predict the reactants needed to synthesize it. The reactants are: [C:1]([O:5][C:6]([NH:8][C@@H:9]([C:13]([OH:16])([CH3:15])[CH3:14])[C:10]([OH:12])=O)=[O:7])([CH3:4])([CH3:3])[CH3:2].C1C=CC2N(O)N=NC=2C=1.C1CCC(N=C=NC2CCCCC2)CC1.[CH2:42]([O:49][NH2:50])[C:43]1[CH:48]=[CH:47][CH:46]=[CH:45][CH:44]=1.